This data is from Full USPTO retrosynthesis dataset with 1.9M reactions from patents (1976-2016). The task is: Predict the reactants needed to synthesize the given product. (1) Given the product [OH:1][C:2]1[CH:26]=[CH:25][C:5]([CH2:6][CH:7]2[CH2:12][CH2:11][CH2:10][CH:9]([C:13](=[O:23])[CH2:14][CH2:15][C:16]3[CH:17]=[CH:18][C:19]([OH:22])=[CH:20][CH:21]=3)[C:8]2=[O:24])=[CH:4][CH:3]=1, predict the reactants needed to synthesize it. The reactants are: [OH:1][C:2]1[CH:26]=[CH:25][C:5]([CH:6]=[C:7]2[CH2:12][CH2:11][CH2:10][CH:9]([C:13](=[O:23])[CH:14]=[CH:15][C:16]3[CH:21]=[CH:20][C:19]([OH:22])=[CH:18][CH:17]=3)[C:8]2=[O:24])=[CH:4][CH:3]=1. (2) Given the product [C:18]([O:22][N:23]=[C:1]([C:4]1[N:5]=[CH:6][C:7]([NH:10][C:11](=[O:16])[C:12]([CH3:15])([CH3:14])[CH3:13])=[N:8][CH:9]=1)[CH3:2])([CH3:21])([CH3:20])[CH3:19], predict the reactants needed to synthesize it. The reactants are: [C:1]([C:4]1[N:5]=[CH:6][C:7]([NH:10][C:11](=[O:16])[C:12]([CH3:15])([CH3:14])[CH3:13])=[N:8][CH:9]=1)(=O)[CH3:2].Cl.[C:18]([O:22][NH2:23])([CH3:21])([CH3:20])[CH3:19]. (3) Given the product [OH:3][P:1]([O:5][P:6]([OH:9])([OH:8])=[O:7])(=[O:2])[OH:4].[N:10]1[C:17]([NH2:18])=[N:16][C:14]([NH2:15])=[N:13][C:11]=1[NH2:12], predict the reactants needed to synthesize it. The reactants are: [P:1]([O:5][P:6]([OH:9])([OH:8])=[O:7])([OH:4])([OH:3])=[O:2].[N:10]1[C:17]([NH2:18])=[N:16][C:14]([NH2:15])=[N:13][C:11]=1[NH2:12].